Dataset: Forward reaction prediction with 1.9M reactions from USPTO patents (1976-2016). Task: Predict the product of the given reaction. (1) Given the reactants [CH3:1][O:2][NH:3][C:4]([C:6]1[CH:22]=[CH:21][C:9]([CH2:10][NH:11][C:12](=[O:20])[O:13][CH2:14][C:15]2[S:16][CH:17]=[CH:18][CH:19]=2)=[CH:8][CH:7]=1)=[O:5].[CH3:23][CH2:24][O:25][C:26]([CH2:28]Br)=[O:27].C(=O)([O-])[O-].[K+].[K+], predict the reaction product. The product is: [CH2:24]([O:25][C:26](=[O:27])[CH2:28][N:3]([O:2][CH3:1])[C:4](=[O:5])[C:6]1[CH:7]=[CH:8][C:9]([CH2:10][NH:11][C:12]([O:13][CH2:14][C:15]2[S:16][CH:17]=[CH:18][CH:19]=2)=[O:20])=[CH:21][CH:22]=1)[CH3:23]. (2) Given the reactants [CH3:1][O:2][C:3]1[CH:4]=[C:5]([C:9]2([C:15]#[N:16])[CH2:14][CH2:13][NH:12][CH2:11][CH2:10]2)[CH:6]=[CH:7][CH:8]=1.[C:17]([O:21][C:22]([N:24]1[CH2:29][CH2:28][C:27](=O)[CH2:26][CH2:25]1)=[O:23])([CH3:20])([CH3:19])[CH3:18].C(O[BH-](OC(=O)C)OC(=O)C)(=O)C.[Na+].C(=O)(O)[O-].[Na+], predict the reaction product. The product is: [C:15]([C:9]1([C:5]2[CH:6]=[CH:7][CH:8]=[C:3]([O:2][CH3:1])[CH:4]=2)[CH2:14][CH2:13][N:12]([CH:27]2[CH2:28][CH2:29][N:24]([C:22]([O:21][C:17]([CH3:20])([CH3:19])[CH3:18])=[O:23])[CH2:25][CH2:26]2)[CH2:11][CH2:10]1)#[N:16]. (3) The product is: [CH3:25][O:24][C:18]1[CH:17]=[C:16]([CH:21]=[CH:20][C:19]=1[O:22][CH3:23])[C:15]([NH:14][C:10]1[CH:9]=[C:8]([C:3]2([CH2:2][NH:1][C:36]([C:29]3[C:30]4[C:35](=[CH:34][CH:33]=[CH:32][CH:31]=4)[NH:27][N:28]=3)=[O:37])[CH2:4][CH2:5][CH2:6][CH2:7]2)[CH:13]=[CH:12][CH:11]=1)=[O:26]. Given the reactants [NH2:1][CH2:2][C:3]1([C:8]2[CH:9]=[C:10]([NH:14][C:15](=[O:26])[C:16]3[CH:21]=[CH:20][C:19]([O:22][CH3:23])=[C:18]([O:24][CH3:25])[CH:17]=3)[CH:11]=[CH:12][CH:13]=2)[CH2:7][CH2:6][CH2:5][CH2:4]1.[NH:27]1[C:35]2[C:30](=[CH:31][CH:32]=[CH:33][CH:34]=2)[C:29]([C:36](O)=[O:37])=[N:28]1.C1C=CC2N(O)N=NC=2C=1.C(Cl)CCl, predict the reaction product. (4) Given the reactants [C:1]([C:4]1[C:5]([NH:13][C:14]([C:16]2[C:25]3[C:20](=[CH:21][CH:22]=[CH:23][CH:24]=3)[CH:19]=[CH:18][CH:17]=2)=O)=[CH:6][C:7]2[O:11][CH2:10][O:9][C:8]=2[CH:12]=1)(=[O:3])[CH3:2].CC(C)([O-])C.[K+].[Cl-].[NH4+], predict the reaction product. The product is: [C:16]1([C:14]2[CH2:2][C:1](=[O:3])[C:4]3[C:5](=[CH:6][C:7]4[O:11][CH2:10][O:9][C:8]=4[CH:12]=3)[N:13]=2)[C:25]2[C:20](=[CH:21][CH:22]=[CH:23][CH:24]=2)[CH:19]=[CH:18][CH:17]=1. (5) Given the reactants [C:1]([O:5][C:6]([N:8]1[CH2:12][C@H:11]2[CH2:13][N:14]([C:16]3[CH:17]=[N:18][CH:19]=[C:20]([CH:24]=3)[C:21]([OH:23])=O)[CH2:15][C@H:10]2[CH2:9]1)=[O:7])([CH3:4])([CH3:3])[CH3:2].[I:25][C:26]1[CH:27]=[C:28]([CH:30]=[CH:31][CH:32]=1)[NH2:29], predict the reaction product. The product is: [I:25][C:26]1[CH:27]=[C:28]([NH:29][C:21]([C:20]2[CH:24]=[C:16]([N:14]3[CH2:13][C@@H:11]4[CH2:12][N:8]([C:6]([O:5][C:1]([CH3:2])([CH3:3])[CH3:4])=[O:7])[CH2:9][C@@H:10]4[CH2:15]3)[CH:17]=[N:18][CH:19]=2)=[O:23])[CH:30]=[CH:31][CH:32]=1.